This data is from NCI-60 drug combinations with 297,098 pairs across 59 cell lines. The task is: Regression. Given two drug SMILES strings and cell line genomic features, predict the synergy score measuring deviation from expected non-interaction effect. (1) Drug 1: COC1=C(C=C2C(=C1)N=CN=C2NC3=CC(=C(C=C3)F)Cl)OCCCN4CCOCC4. Drug 2: CC1=C(C=C(C=C1)C(=O)NC2=CC(=CC(=C2)C(F)(F)F)N3C=C(N=C3)C)NC4=NC=CC(=N4)C5=CN=CC=C5. Cell line: 786-0. Synergy scores: CSS=21.0, Synergy_ZIP=2.09, Synergy_Bliss=6.93, Synergy_Loewe=4.66, Synergy_HSA=5.80. (2) Drug 1: C1CCC(C1)C(CC#N)N2C=C(C=N2)C3=C4C=CNC4=NC=N3. Drug 2: CCC1=C2CN3C(=CC4=C(C3=O)COC(=O)C4(CC)O)C2=NC5=C1C=C(C=C5)O. Cell line: NCI-H460. Synergy scores: CSS=38.7, Synergy_ZIP=2.90, Synergy_Bliss=4.20, Synergy_Loewe=-20.8, Synergy_HSA=3.71.